From a dataset of Full USPTO retrosynthesis dataset with 1.9M reactions from patents (1976-2016). Predict the reactants needed to synthesize the given product. (1) The reactants are: [CH2:1]([O:3][C:4](=[O:18])[CH2:5][C:6](=O)[CH2:7][S:8][C:9]1[CH:14]=[CH:13][CH:12]=[C:11]([O:15][CH3:16])[CH:10]=1)[CH3:2].CS(O)(=O)=O. Given the product [CH2:1]([O:3][C:4](=[O:18])[CH2:5][C:6]1[C:10]2[C:11]([O:15][CH3:16])=[CH:12][CH:13]=[CH:14][C:9]=2[S:8][CH:7]=1)[CH3:2], predict the reactants needed to synthesize it. (2) The reactants are: [CH2:1]([O:3][CH:4]([O:11][CH2:12][CH3:13])[C:5](=[O:10])[CH:6]=[C:7]([CH3:9])[CH3:8])C.C(O)CCO.C1(C)C=CC(S(O)(=O)=O)=CC=1.C([O-])(O)=O.[Na+]. Given the product [O:3]1[CH2:1][CH2:13][CH2:12][O:11][CH:4]1[C:5](=[O:10])[CH:6]=[C:7]([CH3:8])[CH3:9], predict the reactants needed to synthesize it. (3) Given the product [C:1]([NH:4][C:5]1[CH:14]=[CH:13][C:12]2[C:7](=[CH:8][CH:9]=[C:10]([CH2:15][Br:16])[CH:11]=2)[N:6]=1)(=[O:3])[CH3:2], predict the reactants needed to synthesize it. The reactants are: [C:1]([NH:4][C:5]1[CH:14]=[CH:13][C:12]2[C:7](=[CH:8][CH:9]=[C:10]([CH3:15])[CH:11]=2)[N:6]=1)(=[O:3])[CH3:2].[Br:16]N1C(=O)CCC1=O. (4) Given the product [CH:1]1([C@@:6]([C:11]2[CH:12]=[CH:13][CH:14]=[CH:15][CH:16]=2)([CH3:10])[C:7]([O:9][CH:18]2[CH2:23][CH2:22][N:21]([CH3:24])[CH2:20][CH2:19]2)=[O:8])[CH2:5][CH2:4][CH2:3][CH2:2]1, predict the reactants needed to synthesize it. The reactants are: [CH:1]1([C@@:6]([C:11]2[CH:16]=[CH:15][CH:14]=[CH:13][CH:12]=2)([CH3:10])[C:7]([OH:9])=[O:8])[CH2:5][CH2:4][CH2:3][CH2:2]1.O[CH:18]1[CH2:23][CH2:22][N:21]([CH3:24])[CH2:20][CH2:19]1. (5) Given the product [Br:10][C:11]1[C:19]2[C:18]([N:33]3[CH2:34][CH2:35][C:30]([CH2:29][N:28]=[C:27]([C:21]4[CH:22]=[CH:23][CH:24]=[CH:25][CH:26]=4)[C:48]4[CH:49]=[CH:50][CH:51]=[CH:52][CH:53]=4)([C:36]4[CH:41]=[CH:40][CH:39]=[C:38]([C:42]5[CH:43]=[N:44][N:45]([CH3:47])[CH:46]=5)[CH:37]=4)[CH2:31][CH2:32]3)=[N:17][CH:16]=[N:15][C:14]=2[NH:13][CH:12]=1, predict the reactants needed to synthesize it. The reactants are: C(N(C(C)C)C(C)C)C.[Br:10][C:11]1[C:19]2[C:18](Cl)=[N:17][CH:16]=[N:15][C:14]=2[NH:13][CH:12]=1.[C:21]1([C:27]([C:48]2[CH:53]=[CH:52][CH:51]=[CH:50][CH:49]=2)=[N:28][CH2:29][C:30]2([C:36]3[CH:41]=[CH:40][CH:39]=[C:38]([C:42]4[CH:43]=[N:44][N:45]([CH3:47])[CH:46]=4)[CH:37]=3)[CH2:35][CH2:34][NH:33][CH2:32][CH2:31]2)[CH:26]=[CH:25][CH:24]=[CH:23][CH:22]=1. (6) Given the product [O:1]1[CH:5]=[CH:4][C:3]([CH:6]2[C:10]3[C:11]([CH3:31])=[C:12]([N:17]4[CH2:18][CH2:19][N:20]([C:23]5[CH:28]=[CH:27][C:26]([O:29][CH3:30])=[CH:25][CH:24]=5)[CH2:21][CH2:22]4)[C:13]([CH3:16])=[C:14]([CH3:15])[C:9]=3[O:8][C:7]2([CH3:33])[CH3:32])=[CH:2]1, predict the reactants needed to synthesize it. The reactants are: [O:1]1[CH:5]=[CH:4][C:3]([C:6]2(O)[C:10]3[C:11]([CH3:31])=[C:12]([N:17]4[CH2:22][CH2:21][N:20]([C:23]5[CH:28]=[CH:27][C:26]([O:29][CH3:30])=[CH:25][CH:24]=5)[CH2:19][CH2:18]4)[C:13]([CH3:16])=[C:14]([CH3:15])[C:9]=3[O:8][C:7]2([CH3:33])[CH3:32])=[CH:2]1. (7) Given the product [Cl:1][C:10]1[C:11]([OH:13])=[N:12][C:7]([CH:4]2[CH2:5][CH2:6]2)=[N:8][C:9]=1[C:14]([OH:16])=[O:15], predict the reactants needed to synthesize it. The reactants are: [Cl:1][O-].[Na+].[CH:4]1([C:7]2[N:12]=[C:11]([OH:13])[CH:10]=[C:9]([C:14]([OH:16])=[O:15])[N:8]=2)[CH2:6][CH2:5]1.S(S([O-])=O)([O-])(=O)=O.[Na+].[Na+].[OH-].[Na+].